Dataset: Reaction yield outcomes from USPTO patents with 853,638 reactions. Task: Predict the reaction yield, written as a fraction of the theoretical maximum amount of product (1.0 means a 100% yield; for example, 0.34 means a 34% yield). (1) The reactants are CS([O:5][CH2:6][CH2:7][C:8]1[CH:25]=[CH:24][C:11]([O:12][CH2:13][C:14]2[CH:23]=[CH:22][CH:21]=[CH:20][C:15]=2[C:16]([O:18][CH3:19])=[O:17])=[CH:10][CH:9]=1)(=O)=O.[N:26]1([C:31]2[CH:36]=[CH:35][C:34](O)=[CH:33][CH:32]=2)[CH:30]=[CH:29][N:28]=[CH:27]1.C(=O)([O-])[O-].[K+].[K+]. The catalyst is C(#N)C. The product is [N:26]1([C:31]2[CH:36]=[CH:35][C:34]([O:5][CH2:6][CH2:7][C:8]3[CH:25]=[CH:24][C:11]([O:12][CH2:13][C:14]4[CH:23]=[CH:22][CH:21]=[CH:20][C:15]=4[C:16]([O:18][CH3:19])=[O:17])=[CH:10][CH:9]=3)=[CH:33][CH:32]=2)[CH:30]=[CH:29][N:28]=[CH:27]1. The yield is 0.900. (2) The reactants are [Br:1][C:2]1[CH:3]=[C:4]2[NH:10][N:9]=[CH:8][C:5]2=[N:6][CH:7]=1.[H-].[Na+].Cl[CH:14]([C:16]1[CH:21]=[CH:20][CH:19]=[CH:18][N:17]=1)[CH3:15].O. The catalyst is CN(C)C=O. The product is [Br:1][C:2]1[CH:3]=[C:4]2[N:10]([CH:14]([C:16]3[CH:21]=[CH:20][CH:19]=[CH:18][N:17]=3)[CH3:15])[N:9]=[CH:8][C:5]2=[N:6][CH:7]=1. The yield is 0.490. (3) The reactants are B(Br)(Br)Br.[CH:5]1([C:8]2[CH:13]=[CH:12][C:11]([O:14]C)=[C:10]([CH3:16])[CH:9]=2)[CH2:7][CH2:6]1. The catalyst is C(Cl)Cl. The product is [CH:5]1([C:8]2[CH:13]=[CH:12][C:11]([OH:14])=[C:10]([CH3:16])[CH:9]=2)[CH2:7][CH2:6]1. The yield is 0.590. (4) The reactants are N[C:2]1[CH:3]=[C:4]2[C:8](=[CH:9][CH:10]=1)[NH:7][N:6]=[CH:5]2.Cl.N([O-])=O.[Na+].C(=O)([O-])[O-].[Na+].[Na+].[Cu][C:23]#[N:24].[C-]#N.[Na+]. The catalyst is O.C(OCC)(=O)C. The product is [NH:7]1[C:8]2[C:4](=[CH:3][C:2]([C:23]#[N:24])=[CH:10][CH:9]=2)[CH:5]=[N:6]1. The yield is 0.910. (5) The reactants are [C:1]1([CH2:7][CH2:8][C:9]([NH:11][C:12]2[CH:13]=[C:14]([CH:18]=[CH:19][N:20]=2)[C:15]([OH:17])=O)=[O:10])[CH:6]=[CH:5][CH:4]=[CH:3][CH:2]=1.[C:21]([O:25][CH2:26][C:27]1[CH:32]=[CH:31][CH:30]=[CH:29][CH:28]=1)(=[O:24])[NH:22][NH2:23]. No catalyst specified. The product is [C:1]1([CH2:7][CH2:8][C:9]([NH:11][C:12]2[CH:13]=[C:14]([CH:18]=[CH:19][N:20]=2)[C:15]([NH:23][NH:22][C:21]([O:25][CH2:26][C:27]2[CH:32]=[CH:31][CH:30]=[CH:29][CH:28]=2)=[O:24])=[O:17])=[O:10])[CH:2]=[CH:3][CH:4]=[CH:5][CH:6]=1. The yield is 0.530. (6) The reactants are Br[C:2]1[CH:11]=[CH:10][CH:9]=[C:8]([F:12])[C:3]=1[C:4]([O:6][CH3:7])=[O:5].[B-](F)(F)(F)[CH:14]=[CH2:15].[K+].C(=O)([O-])[O-].[Na+].[Na+]. The catalyst is O1CCOCC1.O.C1C=CC(P(C2C=CC=CC=2)[C-]2C=CC=C2)=CC=1.C1C=CC(P(C2C=CC=CC=2)[C-]2C=CC=C2)=CC=1.Cl[Pd]Cl.[Fe+2]. The product is [F:12][C:8]1[CH:9]=[CH:10][CH:11]=[C:2]([CH:14]=[CH2:15])[C:3]=1[C:4]([O:6][CH3:7])=[O:5]. The yield is 0.765. (7) The reactants are [CH2:1]([O:8][C:9]([NH:11][C@H:12]([C:14]1[CH:22]=[CH:21][C:17]([C:18]([OH:20])=[O:19])=[CH:16][CH:15]=1)[CH3:13])=[O:10])[C:2]1[CH:7]=[CH:6][CH:5]=[CH:4][CH:3]=1.C(=O)([O-])[O-].[K+].[K+].Br[C:30]([CH3:33])([CH3:32])[CH3:31].O. The catalyst is [Cl-].C([N+](CC)(CC)CC)C1C=CC=CC=1.CN(C)C(=O)C. The product is [CH2:1]([O:8][C:9]([NH:11][C@H:12]([C:14]1[CH:15]=[CH:16][C:17]([C:18]([O:20][C:30]([CH3:33])([CH3:32])[CH3:31])=[O:19])=[CH:21][CH:22]=1)[CH3:13])=[O:10])[C:2]1[CH:3]=[CH:4][CH:5]=[CH:6][CH:7]=1. The yield is 0.790.